Dataset: NCI-60 drug combinations with 297,098 pairs across 59 cell lines. Task: Regression. Given two drug SMILES strings and cell line genomic features, predict the synergy score measuring deviation from expected non-interaction effect. (1) Drug 1: CCN(CC)CCCC(C)NC1=C2C=C(C=CC2=NC3=C1C=CC(=C3)Cl)OC. Drug 2: C1CN(CCN1C(=O)CCBr)C(=O)CCBr. Cell line: UACC-257. Synergy scores: CSS=10.1, Synergy_ZIP=-6.05, Synergy_Bliss=-5.97, Synergy_Loewe=-3.22, Synergy_HSA=-3.03. (2) Drug 1: C1CNP(=O)(OC1)N(CCCl)CCCl. Drug 2: N.N.Cl[Pt+2]Cl. Cell line: IGROV1. Synergy scores: CSS=67.9, Synergy_ZIP=4.92, Synergy_Bliss=0.971, Synergy_Loewe=-13.8, Synergy_HSA=3.28.